Dataset: Ames mutagenicity test results for genotoxicity prediction. Task: Regression/Classification. Given a drug SMILES string, predict its toxicity properties. Task type varies by dataset: regression for continuous values (e.g., LD50, hERG inhibition percentage) or binary classification for toxic/non-toxic outcomes (e.g., AMES mutagenicity, cardiotoxicity, hepatotoxicity). Dataset: ames. (1) The molecule is Cc1ccc2ccc3c4ccccc4cc4ccc1c2c43. The result is 1 (mutagenic). (2) The drug is Cc1cc2cc3cc(C)c(N)cc3nc2cc1N. The result is 1 (mutagenic). (3) The result is 1 (mutagenic). The molecule is BrCc1c2ccccc2cc2ccccc12.